From a dataset of Reaction yield outcomes from USPTO patents with 853,638 reactions. Predict the reaction yield, written as a fraction of the theoretical maximum amount of product (1.0 means a 100% yield; for example, 0.34 means a 34% yield). (1) The catalyst is O1CCOCC1.O.C(#N)C.O.C1C=CC(/C=C/C(/C=C/C2C=CC=CC=2)=O)=CC=1.C1C=CC(/C=C/C(/C=C/C2C=CC=CC=2)=O)=CC=1.C1C=CC(/C=C/C(/C=C/C2C=CC=CC=2)=O)=CC=1.[Pd].[Pd]. The yield is 0.157. The reactants are I[C:2]1[CH:7]=[CH:6][N:5]=[C:4]2[CH:8]=[N:9][N:10]([CH:11]([CH3:13])[CH3:12])[C:3]=12.CC1(C)C2C=CC=C(P(C3C=CC=CC=3)C3C=CC=CC=3)C=2OC2C1=CC=CC=2P(C1C=CC=CC=1)C1C=CC=CC=1.[F:56][C:57]1[C:58]([C:64]2[CH:69]=[C:68]([NH2:70])[CH:67]=[CH:66][N:65]=2)=[N:59][C:60]([CH3:63])=[CH:61][CH:62]=1.CC([O-])(C)C.[Na+]. The product is [F:56][C:57]1[C:58]([C:64]2[CH:69]=[C:68]([NH:70][C:2]3[CH:7]=[CH:6][N:5]=[C:4]4[CH:8]=[N:9][N:10]([CH:11]([CH3:13])[CH3:12])[C:3]=34)[CH:67]=[CH:66][N:65]=2)=[N:59][C:60]([CH3:63])=[CH:61][CH:62]=1. (2) The reactants are [Cl:1][C:2]1[CH:7]=[C:6]([NH:8][CH:9]2[CH2:11][CH2:10]2)[N:5]2[N:12]=[CH:13][C:14]([CH:15]=O)=[C:4]2[N:3]=1.[S:17]1[CH2:21][C:20](=[O:22])[NH:19][C:18]1=[O:23].N1CCCCC1.C(O)(C)C. The catalyst is CCO. The product is [Cl:1][C:2]1[CH:7]=[C:6]([NH:8][CH:9]2[CH2:10][CH2:11]2)[N:5]2[N:12]=[CH:13][C:14]([CH:15]=[C:21]3[S:17][C:18](=[O:23])[NH:19][C:20]3=[O:22])=[C:4]2[N:3]=1. The yield is 0.540. (3) The reactants are C(O[C:9]([N:11]1[CH2:15][C@H:14]([CH2:16][CH3:17])[C@H:13]([NH:18]C(OC(C)(C)C)=O)[CH2:12]1)=O)C1C=CC=CC=1.F[C:27]1[C:36](C)=[C:35]2[C:30]([C:31](=[O:45])[C:32]([C:42]([OH:44])=[O:43])=[CH:33][N:34]2[C@@H:38]2[CH2:40][C@@H:39]2[F:41])=[CH:29][CH:28]=1.C(N(CC)CC)C. The catalyst is [C].[Pd].CO. The product is [NH2:18][C@H:13]1[C@@H:14]([CH2:16][CH3:17])[CH2:15][N:11]([C:9]2[C:36]([CH3:27])=[C:35]3[C:30]([C:31](=[O:45])[C:32]([C:42]([OH:44])=[O:43])=[CH:33][N:34]3[C@@H:38]3[CH2:40][C@@H:39]3[F:41])=[CH:29][CH:28]=2)[CH2:12]1. The yield is 0.501. (4) The reactants are [C:1]([O:5][C:6]([N:8]([CH:13]([CH3:15])[CH3:14])[CH2:9][C:10]([OH:12])=O)=[O:7])([CH3:4])([CH3:3])[CH3:2].FC1C=CC(S(N(C)CC([NH:30][CH2:31][C:32]2[CH:37]=[C:36]([C:38]3[CH:43]=[CH:42][C:41]([C:44]([F:47])([F:46])[F:45])=[CH:40][CH:39]=3)[N:35]=[CH:34][N:33]=2)=O)(=O)=O)=CC=1.O.ON1C2C=CC=CC=2N=N1.C(N(CC)C(C)C)(C)C.CN(C(ON1N=NC2C=CC=CC1=2)=[N+](C)C)C.F[P-](F)(F)(F)(F)F. The catalyst is CN(C=O)C.C(OCC)(=O)C. The product is [C:1]([O:5][C:6](=[O:7])[N:8]([CH:13]([CH3:15])[CH3:14])[CH2:9][C:10](=[O:12])[NH:30][CH2:31][C:32]1[CH:37]=[C:36]([C:38]2[CH:39]=[CH:40][C:41]([C:44]([F:47])([F:46])[F:45])=[CH:42][CH:43]=2)[N:35]=[CH:34][N:33]=1)([CH3:2])([CH3:3])[CH3:4]. The yield is 0.720. (5) The reactants are [NH:1]1[CH2:9][CH2:8][CH2:7][CH2:6][C@H:2]1[C:3]([OH:5])=[O:4].Cl.O[Li].O.C([O-])=O.[NH4+].[C:18](ON1C(=O)CCC1=O)([O:20][CH2:21][CH:22]1[C:34]2[C:29](=[CH:30][CH:31]=[CH:32][CH:33]=2)[C:28]2[C:23]1=[CH:24][CH:25]=[CH:26][CH:27]=2)=[O:19].C([O-])(O)=O.[Na+]. The catalyst is C1COCC1.CO.O.O.CO.CC(C)=O.O.[Pd]. The product is [N:1]1([C:18]([O:20][CH2:21][CH:22]2[C:23]3[C:28](=[CH:27][CH:26]=[CH:25][CH:24]=3)[C:29]3[C:34]2=[CH:33][CH:32]=[CH:31][CH:30]=3)=[O:19])[CH2:9][CH2:8][CH2:7][CH2:6][C@H:2]1[C:3]([OH:5])=[O:4]. The yield is 0.530.